From a dataset of Catalyst prediction with 721,799 reactions and 888 catalyst types from USPTO. Predict which catalyst facilitates the given reaction. (1) Reactant: [C:1]([O:5][C:6]([NH:8][CH2:9][C:10]1[CH:19]=[CH:18][CH:17]=[CH:16][C:11]=1[C:12]([O:14]C)=[O:13])=[O:7])([CH3:4])([CH3:3])[CH3:2].[OH-].[Na+].Cl. Product: [C:1]([O:5][C:6]([NH:8][CH2:9][C:10]1[CH:19]=[CH:18][CH:17]=[CH:16][C:11]=1[C:12]([OH:14])=[O:13])=[O:7])([CH3:4])([CH3:2])[CH3:3]. The catalyst class is: 1. (2) Reactant: CS(O[CH2:6][CH2:7][CH2:8][C:9]1[N:13]([C:14]2[CH:19]=[CH:18][C:17]([C:20]([NH:22][CH2:23][CH3:24])=[O:21])=[CH:16][CH:15]=2)[N:12]=[N:11][C:10]=1[C:25]([NH:27][CH:28]1[CH2:30][CH2:29]1)=[O:26])(=O)=O.[O:31]=[C:32]1[C:40]2[C:35](=[CH:36][CH:37]=[CH:38][CH:39]=2)[C:34](=[O:41])[N-:33]1.[K+]. Product: [CH:28]1([NH:27][C:25]([C:10]2[N:11]=[N:12][N:13]([C:14]3[CH:15]=[CH:16][C:17]([C:20]([NH:22][CH2:23][CH3:24])=[O:21])=[CH:18][CH:19]=3)[C:9]=2[CH2:8][CH2:7][CH2:6][N:33]2[C:34](=[O:41])[C:35]3[C:40](=[CH:39][CH:38]=[CH:37][CH:36]=3)[C:32]2=[O:31])=[O:26])[CH2:29][CH2:30]1. The catalyst class is: 18. (3) Reactant: [Cl:1][C:2]1[N:3]=[C:4](Cl)[C:5]2[S:10][CH2:9][CH2:8][C:6]=2[N:7]=1.Cl.[NH2:13][C@@H:14]([C:18]([NH2:20])=[O:19])[CH:15]([CH3:17])[CH3:16].C(N(C(C)C)CC)(C)C.O. Product: [Cl:1][C:2]1[N:3]=[C:4]([NH:13][C@H:14]([CH:15]([CH3:17])[CH3:16])[C:18]([NH2:20])=[O:19])[C:5]2[S:10][CH2:9][CH2:8][C:6]=2[N:7]=1. The catalyst class is: 12. (4) Reactant: [NH2:1][C@:2]12[CH2:38][CH2:37][C@@H:36]([C:39]([CH3:41])=[CH2:40])[C@@H:3]1[C@@H:4]1[C@@:17]([CH3:20])([CH2:18][CH2:19]2)[C@@:16]2([CH3:21])[C@@H:7]([C@:8]3([CH3:35])[C@@H:13]([CH2:14][CH2:15]2)[C:12]([CH3:23])([CH3:22])[C:11]([C:24]2[CH2:29][CH2:28][CH:27]([C:30]([O:32][CH2:33][CH3:34])=[O:31])[CH2:26][CH:25]=2)=[CH:10][CH2:9]3)[CH2:6][CH2:5]1.Br[CH2:43][CH2:44]Cl.P(=O)(O)(O)O.[K]. Product: [N:1]1([C@:2]23[CH2:38][CH2:37][C@@H:36]([C:39]([CH3:41])=[CH2:40])[C@@H:3]2[C@@H:4]2[C@@:17]([CH3:20])([CH2:18][CH2:19]3)[C@@:16]3([CH3:21])[C@@H:7]([C@:8]4([CH3:35])[C@@H:13]([CH2:14][CH2:15]3)[C:12]([CH3:23])([CH3:22])[C:11]([C:24]3[CH2:29][CH2:28][CH:27]([C:30]([O:32][CH2:33][CH3:34])=[O:31])[CH2:26][CH:25]=3)=[CH:10][CH2:9]4)[CH2:6][CH2:5]2)[CH2:44][CH2:43]1. The catalyst class is: 10.